Dataset: Forward reaction prediction with 1.9M reactions from USPTO patents (1976-2016). Task: Predict the product of the given reaction. (1) Given the reactants O[N:2]=[C:3]([C:19]1[CH:24]=[CH:23][C:22]([O:25][CH3:26])=[CH:21][CH:20]=1)[C:4]1[CH:18]=[CH:17][C:7]([CH2:8][P:9](=[O:16])([O:13][CH2:14][CH3:15])[O:10][CH2:11][CH3:12])=[CH:6][CH:5]=1, predict the reaction product. The product is: [NH2:2][CH:3]([C:19]1[CH:20]=[CH:21][C:22]([O:25][CH3:26])=[CH:23][CH:24]=1)[C:4]1[CH:5]=[CH:6][C:7]([CH2:8][P:9](=[O:16])([O:13][CH2:14][CH3:15])[O:10][CH2:11][CH3:12])=[CH:17][CH:18]=1. (2) Given the reactants [NH2:1][CH2:2][CH:3]([NH:14][C:15](=[O:21])[O:16][C:17]([CH3:20])([CH3:19])[CH3:18])[C:4]1[CH:9]=[CH:8][CH:7]=[C:6]([C:10]([F:13])([F:12])[F:11])[CH:5]=1.[CH:22](OC1C=CC([N+]([O-])=O)=CC=1)=[O:23], predict the reaction product. The product is: [CH:22]([NH:1][CH2:2][CH:3]([NH:14][C:15](=[O:21])[O:16][C:17]([CH3:18])([CH3:20])[CH3:19])[C:4]1[CH:9]=[CH:8][CH:7]=[C:6]([C:10]([F:13])([F:12])[F:11])[CH:5]=1)=[O:23]. (3) Given the reactants [CH3:1][O:2][C:3]1[CH:8]=[CH:7][C:6]([NH2:9])=[CH:5][CH:4]=1.Cl[C:11]1[CH2:12][C:13]([CH3:27])([CH3:26])[CH2:14][C:15]2[C:16]=1[S:17][CH2:18][C@@H:19]([C:21]([O:23][CH2:24][CH3:25])=[O:22])[N:20]=2, predict the reaction product. The product is: [CH3:1][O:2][C:3]1[CH:8]=[CH:7][C:6]([NH:9][C:11]2[CH2:12][C:13]([CH3:26])([CH3:27])[CH2:14][C:15]3[C:16]=2[S:17][CH2:18][C@@H:19]([C:21]([O:23][CH2:24][CH3:25])=[O:22])[N:20]=3)=[CH:5][CH:4]=1. (4) Given the reactants [Cl:1][C:2]1[CH:7]=[C:6]([Cl:8])[CH:5]=[CH:4][C:3]=1[CH:9]([O:15][CH3:16])[CH:10]([N+:12]([O-])=O)[CH3:11].Cl, predict the reaction product. The product is: [Cl:1][C:2]1[CH:7]=[C:6]([Cl:8])[CH:5]=[CH:4][C:3]=1[CH:9]([O:15][CH3:16])[CH:10]([NH2:12])[CH3:11].